Dataset: NCI-60 drug combinations with 297,098 pairs across 59 cell lines. Task: Regression. Given two drug SMILES strings and cell line genomic features, predict the synergy score measuring deviation from expected non-interaction effect. (1) Drug 1: CCCS(=O)(=O)NC1=C(C(=C(C=C1)F)C(=O)C2=CNC3=C2C=C(C=N3)C4=CC=C(C=C4)Cl)F. Drug 2: CC1=C2C(C(=O)C3(C(CC4C(C3C(C(C2(C)C)(CC1OC(=O)C(C(C5=CC=CC=C5)NC(=O)C6=CC=CC=C6)O)O)OC(=O)C7=CC=CC=C7)(CO4)OC(=O)C)O)C)OC(=O)C. Cell line: OVCAR-8. Synergy scores: CSS=36.3, Synergy_ZIP=11.0, Synergy_Bliss=10.2, Synergy_Loewe=-44.9, Synergy_HSA=8.52. (2) Drug 1: CC1=C2C(C(=O)C3(C(CC4C(C3C(C(C2(C)C)(CC1OC(=O)C(C(C5=CC=CC=C5)NC(=O)OC(C)(C)C)O)O)OC(=O)C6=CC=CC=C6)(CO4)OC(=O)C)OC)C)OC. Drug 2: CC12CCC3C(C1CCC2=O)CC(=C)C4=CC(=O)C=CC34C. Cell line: MDA-MB-231. Synergy scores: CSS=52.0, Synergy_ZIP=-0.405, Synergy_Bliss=-0.375, Synergy_Loewe=0.767, Synergy_HSA=2.67. (3) Drug 1: CC1OCC2C(O1)C(C(C(O2)OC3C4COC(=O)C4C(C5=CC6=C(C=C35)OCO6)C7=CC(=C(C(=C7)OC)O)OC)O)O. Drug 2: CN(C(=O)NC(C=O)C(C(C(CO)O)O)O)N=O. Cell line: IGROV1. Synergy scores: CSS=29.9, Synergy_ZIP=2.79, Synergy_Bliss=2.49, Synergy_Loewe=-17.6, Synergy_HSA=3.61. (4) Drug 1: CN(C)C1=NC(=NC(=N1)N(C)C)N(C)C. Drug 2: CC1CCCC2(C(O2)CC(NC(=O)CC(C(C(=O)C(C1O)C)(C)C)O)C(=CC3=CSC(=N3)C)C)C. Cell line: K-562. Synergy scores: CSS=-0.886, Synergy_ZIP=1.57, Synergy_Bliss=-5.86, Synergy_Loewe=-14.7, Synergy_HSA=-10.0.